This data is from Forward reaction prediction with 1.9M reactions from USPTO patents (1976-2016). The task is: Predict the product of the given reaction. (1) Given the reactants [CH3:1][C:2]1[CH:3]=[C:4]2[C:8](=[C:9]([N+:11]([O-:13])=[O:12])[CH:10]=1)[NH:7]C(=O)[C:5]2=[O:15].[OH:16]O.Cl, predict the reaction product. The product is: [NH2:7][C:8]1[C:9]([N+:11]([O-:13])=[O:12])=[CH:10][C:2]([CH3:1])=[CH:3][C:4]=1[C:5]([OH:15])=[O:16]. (2) The product is: [OH:9][C@@H:8]1[C@H:10]([OH:11])[C@@H:12]([CH2:13][OH:14])[O:15][C@H:7]1[N:6]1[CH:16]=[C:2]([F:1])[C:3](=[O:18])[N:4]([CH2:25]/[CH:26]=[C:27](\[CH3:28])/[CH2:29][CH2:30]/[CH:31]=[C:32](\[CH3:33])/[CH2:34][CH2:35][CH:36]=[C:37]([CH3:39])[CH3:38])[C:5]1=[O:17]. Given the reactants [F:1][C:2]1[C:3](=[O:18])[NH:4][C:5](=[O:17])[N:6]([CH:16]=1)[C@@H:7]1[O:15][C@H:12]([CH2:13][OH:14])[C@@H:10]([OH:11])[C@H:8]1[OH:9].C(=O)([O-])[O-].[K+].[K+].[CH2:25](Br)[CH:26]=[C:27]([CH2:29][CH2:30][CH:31]=[C:32]([CH2:34][CH2:35][CH:36]=[C:37]([CH3:39])[CH3:38])[CH3:33])[CH3:28], predict the reaction product. (3) The product is: [Si:1]([O:8][C@@H:9]([CH3:23])[C@@H:10]([C:12]1[CH:17]=[CH:16][CH:15]=[C:14]([C:18]([F:19])([F:21])[F:20])[C:13]=1[F:22])[OH:11])([C:4]([CH3:7])([CH3:6])[CH3:5])([CH3:3])[CH3:2]. Given the reactants [Si:1]([O:8][C@@H:9]([CH3:23])[C:10]([C:12]1[CH:17]=[CH:16][CH:15]=[C:14]([C:18]([F:21])([F:20])[F:19])[C:13]=1[F:22])=[O:11])([C:4]([CH3:7])([CH3:6])[CH3:5])([CH3:3])[CH3:2].CCOCC, predict the reaction product. (4) Given the reactants [Cl:1][C:2]1[CH:7]=[C:6]([N:8]=[C:9]=[S:10])[CH:5]=[C:4]([C:11]([F:14])([F:13])[F:12])[C:3]=1[C:15]1[CH:20]=[CH:19][C:18]([C:21]([O:23][C:24]([CH3:27])([CH3:26])[CH3:25])=[O:22])=[CH:17][CH:16]=1.[C:28]([NH-:30])#[N:29].[Na+].[CH3:32]O.CI, predict the reaction product. The product is: [Cl:1][C:2]1[CH:7]=[C:6]([NH:8]/[C:9](=[N:29]/[C:28]#[N:30])/[S:10][CH3:32])[CH:5]=[C:4]([C:11]([F:13])([F:14])[F:12])[C:3]=1[C:15]1[CH:20]=[CH:19][C:18]([C:21]([O:23][C:24]([CH3:27])([CH3:26])[CH3:25])=[O:22])=[CH:17][CH:16]=1. (5) Given the reactants [Br:1][C:2]1[CH:3]=[C:4]([C@:10]2([CH3:28])[CH2:15][C@@H:14]([C:16]([F:19])([F:18])[F:17])[O:13][C:12]([NH:20]C(=O)OC(C)(C)C)=[N:11]2)[C:5]([O:8][CH3:9])=[N:6][CH:7]=1.FC(F)(F)C(O)=O, predict the reaction product. The product is: [Br:1][C:2]1[CH:3]=[C:4]([C@:10]2([CH3:28])[CH2:15][C@@H:14]([C:16]([F:18])([F:19])[F:17])[O:13][C:12]([NH2:20])=[N:11]2)[C:5]([O:8][CH3:9])=[N:6][CH:7]=1.